Dataset: Forward reaction prediction with 1.9M reactions from USPTO patents (1976-2016). Task: Predict the product of the given reaction. (1) Given the reactants [Br:1][C:2]1[CH:3]=[C:4]([CH:7]=[C:8]([O:20][CH2:21]C2C=CC=C(OC)C=2)[C:9]=1[O:10][CH2:11][C:12]1[CH:17]=[CH:16][CH:15]=[C:14]([O:18][CH3:19])[CH:13]=1)[CH:5]=O.[CH3:30]/[C:31](/[NH2:35])=[CH:32]\[C:33]#[N:34].[CH2:36]([CH:39]1[CH2:44][C:43](=O)[CH2:42][C:41](=[O:46])[CH2:40]1)[CH2:37][CH3:38], predict the reaction product. The product is: [Br:1][C:2]1[CH:3]=[C:4]([CH:5]2[C:42]3[C:41](=[O:46])[CH2:40][CH:39]([CH2:36][CH2:37][CH3:38])[CH2:44][C:43]=3[NH:35][C:31]([CH3:30])=[C:32]2[C:33]#[N:34])[CH:7]=[C:8]([O:20][CH2:21][C:3]2[CH:4]=[CH:7][CH:8]=[C:9]([O:10][CH3:11])[CH:2]=2)[C:9]=1[O:10][CH2:11][C:12]1[CH:17]=[CH:16][CH:15]=[C:14]([O:18][CH3:19])[CH:13]=1. (2) Given the reactants Cl[C:2]1[C:7]([N+:8]([O-:10])=[O:9])=[C:6]([NH:11][CH2:12][CH:13]2[CH2:18][CH2:17][O:16][CH2:15][CH2:14]2)[CH:5]=[C:4]([CH2:19][CH2:20][CH2:21][CH2:22][CH3:23])[N:3]=1.C(N(CC)CC)C.[CH3:31][O:32][C:33]1[CH:49]=[CH:48][C:36]([CH2:37][NH:38][CH2:39][C:40]2[CH:45]=[CH:44][C:43]([O:46][CH3:47])=[CH:42][CH:41]=2)=[CH:35][CH:34]=1, predict the reaction product. The product is: [CH3:47][O:46][C:43]1[CH:42]=[CH:41][C:40]([CH2:39][N:38]([CH2:37][C:36]2[CH:48]=[CH:49][C:33]([O:32][CH3:31])=[CH:34][CH:35]=2)[C:2]2[C:7]([N+:8]([O-:10])=[O:9])=[C:6]([NH:11][CH2:12][CH:13]3[CH2:18][CH2:17][O:16][CH2:15][CH2:14]3)[CH:5]=[C:4]([CH2:19][CH2:20][CH2:21][CH2:22][CH3:23])[N:3]=2)=[CH:45][CH:44]=1. (3) Given the reactants C(=O)([O-])[O-].[K+].[K+].[F:7][C:8]([F:46])([F:45])[C:9]1[CH:10]=[C:11]([CH:38]=[C:39]([C:41]([F:44])([F:43])[F:42])[CH:40]=1)[CH2:12][NH:13][CH2:14][C:15]1[C:16]([N:25]2[CH2:30][CH2:29][N:28]([CH2:31][CH:32]3[CH2:37][CH2:36][CH2:35][CH2:34][CH2:33]3)[CH2:27][CH2:26]2)=[N:17][C:18]2[C:23]([CH:24]=1)=[CH:22][CH:21]=[CH:20][CH:19]=2.Cl[C:48]([O:50][CH2:51][CH3:52])=[O:49].O, predict the reaction product. The product is: [CH2:51]([O:50][C:48](=[O:49])[N:13]([CH2:12][C:11]1[CH:38]=[C:39]([C:41]([F:44])([F:42])[F:43])[CH:40]=[C:9]([C:8]([F:7])([F:45])[F:46])[CH:10]=1)[CH2:14][C:15]1[C:16]([N:25]2[CH2:30][CH2:29][N:28]([CH2:31][CH:32]3[CH2:33][CH2:34][CH2:35][CH2:36][CH2:37]3)[CH2:27][CH2:26]2)=[N:17][C:18]2[C:23]([CH:24]=1)=[CH:22][CH:21]=[CH:20][CH:19]=2)[CH3:52].